This data is from Catalyst prediction with 721,799 reactions and 888 catalyst types from USPTO. The task is: Predict which catalyst facilitates the given reaction. (1) Reactant: Cl.Cl.[OH:3][CH2:4][C@H:5]1[CH2:14][N:9]2[CH2:10][CH2:11][NH:12][CH2:13][C@@H:8]2[CH2:7][CH2:6]1.Cl[C:16]1[N:21]=[CH:20][C:19]([F:22])=[CH:18][N:17]=1.C(=O)([O-])[O-].[Na+].[Na+]. The catalyst class is: 6. Product: [OH:3][CH2:4][C@H:5]1[CH2:14][N:9]2[CH2:10][CH2:11][N:12]([C:16]3[N:21]=[CH:20][C:19]([F:22])=[CH:18][N:17]=3)[CH2:13][C@@H:8]2[CH2:7][CH2:6]1. (2) Reactant: [C:1]([OH:11])(=O)/[CH:2]=[CH:3]/[CH2:4][CH2:5][CH2:6][CH2:7][CH2:8][CH3:9].[O:12]1[CH2:17][CH2:16]C[CH:14]([CH2:18][NH2:19])[CH2:13]1.O1CCCC1.Cl.C(N=C=NCCCN(C)C)C. Product: [O:12]1[CH2:17][CH2:16][CH:14]([CH2:18][NH:19][C:1](=[O:11])/[CH:2]=[CH:3]/[CH2:4][CH2:5][CH2:6][CH2:7][CH2:8][CH3:9])[CH2:13]1. The catalyst class is: 6. (3) Reactant: [NH2:1][C:2]1[CH:21]=[CH:20][C:19]([O:22][CH2:23][C:24]2[CH:29]=[CH:28][CH:27]=[CH:26][CH:25]=2)=[CH:18][C:3]=1[C:4]([NH:6][CH2:7][C:8]1[CH:13]=[CH:12][C:11]([O:14][CH3:15])=[C:10]([O:16][CH3:17])[CH:9]=1)=[O:5].[S:30]1[CH2:35][CH2:34][C:33](=O)[CH2:32][CH2:31]1.C(O[BH-](OC(=O)C)OC(=O)C)(=O)C.[Na+].Cl. Product: [CH2:23]([O:22][C:19]1[CH:20]=[CH:21][C:2]([NH:1][CH:33]2[CH2:34][CH2:35][S:30][CH2:31][CH2:32]2)=[C:3]([CH:18]=1)[C:4]([NH:6][CH2:7][C:8]1[CH:13]=[CH:12][C:11]([O:14][CH3:15])=[C:10]([O:16][CH3:17])[CH:9]=1)=[O:5])[C:24]1[CH:25]=[CH:26][CH:27]=[CH:28][CH:29]=1. The catalyst class is: 15. (4) Reactant: [CH2:1]1[C:7]2[CH:8]=[CH:9][CH:10]=[CH:11][C:6]=2[CH2:5][CH2:4][NH:3][CH2:2]1.CCN(CC)CC.[O:19](C(C(F)(F)F)=O)[C:20]([C:22]([F:25])([F:24])[F:23])=O. Product: [F:23][C:22]([F:25])([F:24])[C:20]([N:3]1[CH2:2][CH2:1][C:7]2[CH:8]=[CH:9][CH:10]=[CH:11][C:6]=2[CH2:5][CH2:4]1)=[O:19]. The catalyst class is: 2.